From a dataset of Reaction yield outcomes from USPTO patents with 853,638 reactions. Predict the reaction yield, written as a fraction of the theoretical maximum amount of product (1.0 means a 100% yield; for example, 0.34 means a 34% yield). The catalyst is CO.C(Cl)(Cl)Cl. The product is [CH2:13]([NH:16][C:8]([C:2]1([OH:1])[CH2:10][CH:6]([OH:7])[CH:5]([OH:11])[CH:4]([OH:12])[CH2:3]1)=[O:9])[CH2:14][CH3:15]. The yield is 0.800. The reactants are [OH:1][C:2]12[CH2:10][CH:6]([O:7][C:8]1=[O:9])[CH:5]([OH:11])[CH:4]([OH:12])[CH2:3]2.[CH2:13]([NH2:16])[CH2:14][CH3:15].C(O)(=O)C.